From a dataset of Peptide-MHC class II binding affinity with 134,281 pairs from IEDB. Regression. Given a peptide amino acid sequence and an MHC pseudo amino acid sequence, predict their binding affinity value. This is MHC class II binding data. (1) The peptide sequence is DEYVEQVAQYKALPV. The MHC is DRB1_1001 with pseudo-sequence DRB1_1001. The binding affinity (normalized) is 0.838. (2) The peptide sequence is LKAFFSWSLTDSSGK. The MHC is DRB1_0101 with pseudo-sequence DRB1_0101. The binding affinity (normalized) is 0.729. (3) The peptide sequence is YDKFLANVSTVSTGK. The MHC is DRB1_0802 with pseudo-sequence DRB1_0802. The binding affinity (normalized) is 0.739. (4) The peptide sequence is HSLGKQLGHPDKF. The MHC is H-2-IAs with pseudo-sequence H-2-IAs. The binding affinity (normalized) is 0.413. (5) The peptide sequence is VLAALFAGAWCVPKV. The MHC is HLA-DPA10301-DPB10402 with pseudo-sequence HLA-DPA10301-DPB10402. The binding affinity (normalized) is 0.381.